From a dataset of Catalyst prediction with 721,799 reactions and 888 catalyst types from USPTO. Predict which catalyst facilitates the given reaction. (1) Reactant: [CH:1]1[C:10]2[C:5](=[CH:6][CH:7]=[CH:8][CH:9]=2)[C:4]([CH2:11][OH:12])=[CH:3][N:2]=1.Cl. Product: [CH2:1]1[C:10]2[C:5](=[CH:6][CH:7]=[CH:8][CH:9]=2)[CH:4]([CH2:11][OH:12])[CH2:3][NH:2]1. The catalyst class is: 603. (2) Reactant: O[CH2:2][C:3]([C:5]1[CH:10]=[CH:9][CH:8]=[CH:7][CH:6]=1)=[O:4].[Br:11][C:12]1[C:13]([O:22][CH3:23])=[CH:14][C:15]([O:20][CH3:21])=[C:16]([CH:19]=1)[CH:17]=O.[OH-:24].[K+]. Product: [Br:11][C:12]1[C:13]([O:22][CH3:23])=[CH:14][C:15]([O:20][CH3:21])=[C:16](/[CH:17]=[CH:2]/[C:3]([C:5]2[CH:6]=[CH:7][CH:8]=[CH:9][C:10]=2[OH:24])=[O:4])[CH:19]=1. The catalyst class is: 5. (3) Reactant: C[O:2][CH:3](OC)[CH2:4][C:5]1[N:6]([CH3:24])[C:7](=[O:23])[C:8]([OH:22])=[C:9]([C:11]([NH:13][CH2:14][C:15]2[CH:20]=[CH:19][C:18]([F:21])=[CH:17][CH:16]=2)=[O:12])[N:10]=1.Cl. Product: [F:21][C:18]1[CH:17]=[CH:16][C:15]([CH2:14][NH:13][C:11]([C:9]2[N:10]=[C:5]([CH2:4][CH:3]=[O:2])[N:6]([CH3:24])[C:7](=[O:23])[C:8]=2[OH:22])=[O:12])=[CH:20][CH:19]=1. The catalyst class is: 1. (4) Reactant: [C:1]([NH:4][CH2:5][C:6]([OH:8])=O)(=[O:3])[CH3:2].CCN=C=[N:13][CH2:14][CH2:15][CH2:16]N(C)C.Cl.C(N)C#C. The catalyst class is: 79. Product: [C:1]([NH:4][CH2:5][C:6]([NH:13][CH2:14][C:15]#[CH:16])=[O:8])(=[O:3])[CH3:2]. (5) Reactant: [CH3:1][C@H:2]1[CH2:7][CH2:6][NH:5][CH2:4][C@H:3]1[C:8]([N:10]1[CH2:14][CH2:13][CH2:12][CH2:11]1)=[O:9].C(N(CC)CC)C.Cl[C:23]1[N:28]=[C:27]([NH2:29])[C:26]([N+:30]([O-:32])=[O:31])=[CH:25][N:24]=1. Product: [NH2:29][C:27]1[C:26]([N+:30]([O-:32])=[O:31])=[CH:25][N:24]=[C:23]([N:5]2[CH2:6][CH2:7][C@H:2]([CH3:1])[C@H:3]([C:8]([N:10]3[CH2:14][CH2:13][CH2:12][CH2:11]3)=[O:9])[CH2:4]2)[N:28]=1. The catalyst class is: 10. (6) Reactant: [CH3:1][O:2][C:3]1[CH:8]=[CH:7][C:6]([S:9]([N:12]2[C@H:17]([C:18]([O:20]CC)=[O:19])[C@@H:16]3[CH2:23][C@H:13]2[CH2:14][CH2:15]3)(=[O:11])=[O:10])=[CH:5][CH:4]=1.CO.[OH-].[Na+].Cl. Product: [CH3:1][O:2][C:3]1[CH:8]=[CH:7][C:6]([S:9]([N:12]2[C@H:17]([C:18]([OH:20])=[O:19])[C@@H:16]3[CH2:23][C@H:13]2[CH2:14][CH2:15]3)(=[O:11])=[O:10])=[CH:5][CH:4]=1. The catalyst class is: 7. (7) Reactant: [CH3:1][O:2][C:3]1[CH:4]=[C:5]([CH:12]([C:14]2[CH:19]=[C:18]([O:20][CH3:21])[CH:17]=[C:16]([O:22][CH3:23])[CH:15]=2)[OH:13])[CH:6]=[CH:7][C:8]=1[N+:9]([O-:11])=[O:10]. Product: [CH3:1][O:2][C:3]1[CH:4]=[C:5]([C:12]([C:14]2[CH:19]=[C:18]([O:20][CH3:21])[CH:17]=[C:16]([O:22][CH3:23])[CH:15]=2)=[O:13])[CH:6]=[CH:7][C:8]=1[N+:9]([O-:11])=[O:10]. The catalyst class is: 177. (8) Reactant: C(O[C:6]([N:8]1[C@H:17]([C:18](=[O:40])[NH:19][C@H:20]([C:36]([O:38]C)=[O:37])[CH2:21][C:22]2[CH:27]=[CH:26][C:25]([C:28]3[CH:33]=[CH:32][N:31]=[C:30]([CH3:34])[C:29]=3[CH3:35])=[CH:24][CH:23]=2)[CH2:16][C:15]2[CH:14]=[C:13]3[O:41][CH2:42][C@H:43]([C:45]4[CH:50]=[CH:49][C:48]([OH:51])=[CH:47][CH:46]=4)[O:44][C:12]3=[CH:11][C:10]=2[CH2:9]1)=[O:7])(C)(C)C.[Cl:52][C:53]1[CH:60]=[CH:59][CH:58]=[C:57]([Cl:61])[C:54]=1[CH2:55]Br.C(=O)([O-])[O-].[K+].[K+].[N:68]([C@@H:71]([C:73]1[CH:78]=[CH:77][CH:76]=[CH:75][CH:74]=1)[CH3:72])=C=O. Product: [Cl:52][C:53]1[CH:60]=[CH:59][CH:58]=[C:57]([Cl:61])[C:54]=1[CH2:55][O:51][C:48]1[CH:47]=[CH:46][C:45]([C@H:43]2[CH2:42][O:41][C:13]3=[CH:14][C:15]4[CH2:16][C@@H:17]([C:18]([NH:19][C@@H:20]([CH2:21][C:22]5[CH:23]=[CH:24][C:25]([C:28]6[CH:33]=[CH:32][N:31]=[C:30]([CH3:34])[C:29]=6[CH3:35])=[CH:26][CH:27]=5)[C:36]([OH:38])=[O:37])=[O:40])[N:8]([C:6](=[O:7])[NH:68][C@@H:71]([C:73]5[CH:78]=[CH:77][CH:76]=[CH:75][CH:74]=5)[CH3:72])[CH2:9][C:10]=4[CH:11]=[C:12]3[O:44]2)=[CH:50][CH:49]=1. The catalyst class is: 18. (9) The catalyst class is: 4. Reactant: [CH3:1][O:2][C:3]1[C:8]2[N:9]=[C:10]([NH:12][C:13](=[O:22])[C:14]3[CH:19]=[CH:18][C:17]([CH2:20][NH2:21])=[CH:16][CH:15]=3)[S:11][C:7]=2[C:6]([N:23]2[CH2:28][CH2:27][O:26][CH2:25][CH2:24]2)=[CH:5][CH:4]=1.N1C=CC=CC=1.[CH3:35][O:36][CH2:37][C:38](Cl)=[O:39].C(=O)([O-])[O-].[Na+].[Na+]. Product: [CH3:35][O:36][CH2:37][C:38]([NH:21][CH2:20][C:17]1[CH:18]=[CH:19][C:14]([C:13]([NH:12][C:10]2[S:11][C:7]3[C:6]([N:23]4[CH2:28][CH2:27][O:26][CH2:25][CH2:24]4)=[CH:5][CH:4]=[C:3]([O:2][CH3:1])[C:8]=3[N:9]=2)=[O:22])=[CH:15][CH:16]=1)=[O:39]. (10) Reactant: [F:1][C:2]1[CH:7]=[C:6]([OH:8])[CH:5]=[CH:4][C:3]=1[C:9](=[O:11])[CH3:10].[CH:12](I)([CH3:14])[CH3:13].C(=O)([O-])[O-].[K+].[K+]. Product: [F:1][C:2]1[CH:7]=[C:6]([O:8][CH:12]([CH3:14])[CH3:13])[CH:5]=[CH:4][C:3]=1[C:9](=[O:11])[CH3:10]. The catalyst class is: 9.